This data is from Reaction yield outcomes from USPTO patents with 853,638 reactions. The task is: Predict the reaction yield, written as a fraction of the theoretical maximum amount of product (1.0 means a 100% yield; for example, 0.34 means a 34% yield). (1) The reactants are [CH3:1][O:2][C:3]1[C:8]([N+:9]([O-])=O)=[CH:7][CH:6]=[CH:5][C:4]=1[C:12]1[NH:13][NH:14][N:15]([CH3:17])[CH:16]=1.[Cl-].[NH4+]. The catalyst is CCO.O.ClCCl.[Zn]. The product is [CH3:1][O:2][C:3]1[C:4]([C:12]2[NH:13][NH:14][N:15]([CH3:17])[CH:16]=2)=[CH:5][CH:6]=[CH:7][C:8]=1[NH2:9]. The yield is 0.870. (2) The reactants are [F:1][C:2]1[CH:7]=[C:6]([F:8])[C:5]([C:9]2[C:20](=[O:21])[N:19]([CH3:22])[C:12]3[N:13]=[C:14](SC)[N:15]=[CH:16][C:11]=3[CH:10]=2)=[CH:4][C:3]=1[NH:23][C:24]([NH:26][C:27]1[O:31][N:30]=[C:29]([C:32]([F:35])([F:34])[F:33])[CH:28]=1)=[O:25].[CH3:36][NH2:37].C1COCC1. No catalyst specified. The product is [F:1][C:2]1[CH:7]=[C:6]([F:8])[C:5]([C:9]2[C:20](=[O:21])[N:19]([CH3:22])[C:12]3[N:13]=[C:14]([NH:37][CH3:36])[N:15]=[CH:16][C:11]=3[CH:10]=2)=[CH:4][C:3]=1[NH:23][C:24]([NH:26][C:27]1[O:31][N:30]=[C:29]([C:32]([F:35])([F:34])[F:33])[CH:28]=1)=[O:25]. The yield is 0.130. (3) The yield is 1.00. The reactants are [CH3:1][C:2]1[C:7]([CH3:8])=[CH:6][C:5]([CH3:9])=[CH:4][C:3]=1[OH:10].Br[CH2:12][C:13]([O:15][CH2:16][CH3:17])=[O:14]. No catalyst specified. The product is [CH3:1][C:2]1[C:7]([CH3:8])=[CH:6][C:5]([CH3:9])=[CH:4][C:3]=1[O:10][CH2:12][C:13]([O:15][CH2:16][CH3:17])=[O:14]. (4) The yield is 0.410. The reactants are [F:1][C:2]1[CH:7]=[CH:6][C:5]([NH:8][C:9]([C:11]2([C:14]([OH:16])=O)[CH2:13][CH2:12]2)=[O:10])=[CH:4][CH:3]=1.C(N(CC)CC)C.S(Cl)(Cl)=O.[NH2:28][C:29]1[CH:44]=[CH:43][C:32]([O:33][C:34]2[CH:39]=[CH:38][N:37]=[C:36]([C:40]([NH2:42])=[O:41])[CH:35]=2)=[C:31]([F:45])[CH:30]=1. The product is [F:45][C:31]1[CH:30]=[C:29]([NH:28][C:14]([C:11]2([C:9](=[O:10])[NH:8][C:5]3[CH:4]=[CH:3][C:2]([F:1])=[CH:7][CH:6]=3)[CH2:12][CH2:13]2)=[O:16])[CH:44]=[CH:43][C:32]=1[O:33][C:34]1[CH:39]=[CH:38][N:37]=[C:36]([C:40]([NH2:42])=[O:41])[CH:35]=1. The catalyst is O1CCCC1. (5) The product is [CH2:1]([O:3][C:4]([C:6]1[NH:7][C:8]([CH3:11])=[C:9]([C:20](=[O:21])[CH2:19][C:16]2[CH:17]=[CH:18][C:13]([F:12])=[CH:14][CH:15]=2)[CH:10]=1)=[O:5])[CH3:2]. The yield is 0.760. The catalyst is ClCCCl. The reactants are [CH2:1]([O:3][C:4]([C:6]1[NH:7][C:8]([CH3:11])=[CH:9][CH:10]=1)=[O:5])[CH3:2].[F:12][C:13]1[CH:18]=[CH:17][C:16]([CH2:19][C:20](Cl)=[O:21])=[CH:15][CH:14]=1. (6) The reactants are [Li]CCCC.Br[C:7]1[CH:8]=[CH:9][C:10]([O:13][CH2:14][CH2:15][O:16][C:17]2[C:22]([Cl:23])=[CH:21][C:20]([CH3:24])=[CH:19][C:18]=2[Cl:25])=[N:11][CH:12]=1.[CH3:26][O:27][C:28]([C:30]1[CH2:31][N:32]([C:44]([O:46][C:47]([CH3:50])([CH3:49])[CH3:48])=[O:45])[CH2:33][CH2:34][C:35]=1OS(C(F)(F)F)(=O)=O)=[O:29].[NH4+].[Cl-]. The catalyst is C1COCC1.[Cl-].[Cl-].[Zn+2].C1C=CC([P]([Pd]([P](C2C=CC=CC=2)(C2C=CC=CC=2)C2C=CC=CC=2)([P](C2C=CC=CC=2)(C2C=CC=CC=2)C2C=CC=CC=2)[P](C2C=CC=CC=2)(C2C=CC=CC=2)C2C=CC=CC=2)(C2C=CC=CC=2)C2C=CC=CC=2)=CC=1. The product is [CH3:26][O:27][C:28]([C:30]1[CH2:31][N:32]([C:44]([O:46][C:47]([CH3:50])([CH3:49])[CH3:48])=[O:45])[CH2:33][CH2:34][C:35]=1[C:7]1[CH:12]=[N:11][C:10]([O:13][CH2:14][CH2:15][O:16][C:17]2[C:22]([Cl:23])=[CH:21][C:20]([CH3:24])=[CH:19][C:18]=2[Cl:25])=[CH:9][CH:8]=1)=[O:29]. The yield is 0.700. (7) The reactants are C1(P(C2C=CC=CC=2)C2C=CC=CC=2)C=CC=CC=1.Cl[C:21]1[CH:26]=[CH:25][C:24]([N+:27]([O-])=O)=[CH:23][N:22]=1.C([Sn](CCCC)(CCCC)[CH:35]=[CH:36][C:37]1[CH:42]=[CH:41][CH:40]=[CH:39][CH:38]=1)CCC. The catalyst is CN(C=O)C.C([O-])(=O)C.[Pd+2].C([O-])(=O)C. The product is [CH:35](/[C:21]1[N:22]=[CH:23][C:24]([NH2:27])=[CH:25][CH:26]=1)=[CH:36]\[C:37]1[CH:42]=[CH:41][CH:40]=[CH:39][CH:38]=1. The yield is 0.230.